Dataset: Buchwald-Hartwig C-N cross coupling reaction yields with 55,370 reactions. Task: Predict the reaction yield, written as a fraction of the theoretical maximum amount of product (1.0 means a 100% yield; for example, 0.34 means a 34% yield). (1) The reactants are Brc1ccccn1.Cc1ccc(N)cc1.O=S(=O)(O[Pd]1c2ccccc2-c2ccccc2N~1)C(F)(F)F.COc1ccc(OC)c(P([C@]23C[C@H]4C[C@H](C[C@H](C4)C2)C3)[C@]23C[C@H]4C[C@H](C[C@H](C4)C2)C3)c1-c1c(C(C)C)cc(C(C)C)cc1C(C)C.CN(C)C(=NC(C)(C)C)N(C)C.Cc1cc(-n2cccc2)no1. No catalyst specified. The product is Cc1ccc(Nc2ccccn2)cc1. The yield is 0.537. (2) The reactants are Brc1ccccn1.Cc1ccc(N)cc1.O=S(=O)(O[Pd]1c2ccccc2-c2ccccc2N~1)C(F)(F)F.COc1ccc(OC)c(P([C@]23C[C@H]4C[C@H](C[C@H](C4)C2)C3)[C@]23C[C@H]4C[C@H](C[C@H](C4)C2)C3)c1-c1c(C(C)C)cc(C(C)C)cc1C(C)C.CN1CCCN2CCCN=C12.Cc1cc(-n2cccc2)no1. No catalyst specified. The product is Cc1ccc(Nc2ccccn2)cc1. The yield is 0.808. (3) The reactants are Ic1ccccn1.Cc1ccc(N)cc1.O=S(=O)(O[Pd]1c2ccccc2-c2ccccc2N~1)C(F)(F)F.COc1ccc(OC)c(P(C(C)(C)C)C(C)(C)C)c1-c1c(C(C)C)cc(C(C)C)cc1C(C)C.CN(C)C(=NC(C)(C)C)N(C)C.Fc1cccc(F)c1-c1ccno1. No catalyst specified. The product is Cc1ccc(Nc2ccccn2)cc1. The yield is 0.614. (4) The reactants are COc1ccc(Cl)cc1.Cc1ccc(N)cc1.O=S(=O)(O[Pd]1c2ccccc2-c2ccccc2N~1)C(F)(F)F.COc1ccc(OC)c(P(C(C)(C)C)C(C)(C)C)c1-c1c(C(C)C)cc(C(C)C)cc1C(C)C.CN1CCCN2CCCN=C12.CCOC(=O)c1cc(C)on1. No catalyst specified. The yield is 0.00605. The product is COc1ccc(Nc2ccc(C)cc2)cc1.